The task is: Predict the product of the given reaction.. This data is from Forward reaction prediction with 1.9M reactions from USPTO patents (1976-2016). (1) Given the reactants [CH3:1][O:2][C:3](=[O:27])[CH2:4][O:5][C:6]1[CH:15]=[CH:14][C:13]([Cl:16])=[C:12]2[C:7]=1[C:8](=[O:26])[C:9]([CH2:18][C:19]1[CH:24]=[CH:23][C:22]([F:25])=[CH:21][CH:20]=1)=[C:10]([CH3:17])[NH:11]2.CN(C)C=O.C(=O)([O-])[O-].[K+].[K+].I[CH:40]([CH3:42])[CH3:41], predict the reaction product. The product is: [CH3:1][O:2][C:3](=[O:27])[CH2:4][O:5][C:6]1[CH:15]=[CH:14][C:13]([Cl:16])=[C:12]2[C:7]=1[C:8]([O:26][CH:40]([CH3:42])[CH3:41])=[C:9]([CH2:18][C:19]1[CH:20]=[CH:21][C:22]([F:25])=[CH:23][CH:24]=1)[C:10]([CH3:17])=[N:11]2. (2) Given the reactants Br[C:2]1[CH:7]=[CH:6][C:5]([S:8]([C:11]2[CH:16]=[CH:15][CH:14]=[CH:13][C:12]=2[Cl:17])(=[O:10])=[O:9])=[C:4]([F:18])[CH:3]=1.[F:19][C:20]1[CH:21]=[CH:22][C:23]([O:29][CH3:30])=[C:24](B(O)O)[CH:25]=1, predict the reaction product. The product is: [F:18][C:4]1[CH:3]=[C:2]([C:22]2[CH:21]=[C:20]([F:19])[CH:25]=[CH:24][C:23]=2[O:29][CH3:30])[CH:7]=[CH:6][C:5]=1[S:8]([C:11]1[CH:16]=[CH:15][CH:14]=[CH:13][C:12]=1[Cl:17])(=[O:10])=[O:9]. (3) Given the reactants [CH3:1][O:2][C:3](=[O:26])[CH2:4][CH:5]([C:16]1[C:21]([N+:22]([O-:24])=[O:23])=[CH:20][CH:19]=[C:18](Br)[N:17]=1)S(C1C=CC(C)=CC=1)(=O)=O.C([O-])([O-])=O.[Na+].[Na+].[CH3:33][O:34][C:35]([C:37]1[CH:38]=[N:39][CH:40]=[C:41](B2OC(C)(C)C(C)(C)O2)[CH:42]=1)=[O:36].O, predict the reaction product. The product is: [CH3:33][O:34][C:35]([C:37]1[CH:42]=[C:41]([C:18]2[CH:19]=[CH:20][C:21]([N+:22]([O-:24])=[O:23])=[C:16]([CH:5]=[CH:4][C:3]([O:2][CH3:1])=[O:26])[N:17]=2)[CH:40]=[N:39][CH:38]=1)=[O:36]. (4) Given the reactants [C:1]([C:5]1[N:10]=[C:9](Cl)[C:8]([C:12]([N:14]([CH2:32][CH:33]([CH3:35])[CH3:34])[C@@H:15]2[CH2:20][N:19](C(OC(C)(C)C)=O)[CH2:18][C@H:17]([C:28]([O:30][CH3:31])=[O:29])[CH2:16]2)=[O:13])=[CH:7][N:6]=1)([CH3:4])([CH3:3])[CH3:2].C(N(C(C)C)CC)(C)C.[S:45]1[CH:49]=[CH:48][CH:47]=[C:46]1[CH2:50][NH2:51].C(=O)([O-])O.[Na+], predict the reaction product. The product is: [C:1]([C:5]1[N:10]=[C:9]([NH:51][CH2:50][C:46]2[S:45][CH:49]=[CH:48][CH:47]=2)[C:8]([C:12]([N:14]([CH2:32][CH:33]([CH3:35])[CH3:34])[C@H:15]2[CH2:20][NH:19][CH2:18][C@@H:17]([C:28]([O:30][CH3:31])=[O:29])[CH2:16]2)=[O:13])=[CH:7][N:6]=1)([CH3:4])([CH3:2])[CH3:3]. (5) Given the reactants [C:1]12([CH2:11][C:12](Cl)=[O:13])[CH2:10][CH:5]3[CH2:6][CH:7]([CH2:9][CH:3]([CH2:4]3)[CH2:2]1)[CH2:8]2.C(N(CC)CC)C.[S:22]1[CH:26]=[CH:25][CH:24]=[C:23]1[CH2:27][CH2:28][NH2:29], predict the reaction product. The product is: [C:1]12([CH2:11][C:12]([NH:29][CH2:28][CH2:27][C:23]3[S:22][CH:26]=[CH:25][CH:24]=3)=[O:13])[CH2:10][CH:5]3[CH2:6][CH:7]([CH2:9][CH:3]([CH2:4]3)[CH2:2]1)[CH2:8]2. (6) Given the reactants [CH2:1]([O:8][C:9]1[CH:14]=[C:13]([N:15]2[CH:19]=[C:18]([F:20])[C:17]([F:21])=[CH:16]2)[CH:12]=[CH:11][C:10]=1[N:22]1[CH:27]=[C:26]([O:28][CH3:29])[C:25](=[O:30])[C:24]([C:31]([O:33]C)=[O:32])=[N:23]1)[C:2]1[CH:7]=[CH:6][CH:5]=[CH:4][CH:3]=1.[OH-].[Na+].O1CCCC1.Cl, predict the reaction product. The product is: [CH2:1]([O:8][C:9]1[CH:14]=[C:13]([N:15]2[CH:19]=[C:18]([F:20])[C:17]([F:21])=[CH:16]2)[CH:12]=[CH:11][C:10]=1[N:22]1[CH:27]=[C:26]([O:28][CH3:29])[C:25](=[O:30])[C:24]([C:31]([OH:33])=[O:32])=[N:23]1)[C:2]1[CH:7]=[CH:6][CH:5]=[CH:4][CH:3]=1. (7) Given the reactants C(OC([N:8]1[CH2:13][CH2:12][CH:11]([O:14][C:15]2[CH:20]=[CH:19][CH:18]=[CH:17][C:16]=2[C:21]([F:24])([F:23])[F:22])[CH2:10][CH2:9]1)=O)(C)(C)C.[C:25]([OH:31])([C:27]([F:30])([F:29])[F:28])=[O:26], predict the reaction product. The product is: [F:28][C:27]([F:30])([F:29])[C:25]([OH:31])=[O:26].[F:24][C:21]([F:22])([F:23])[C:16]1[CH:17]=[CH:18][CH:19]=[CH:20][C:15]=1[O:14][CH:11]1[CH2:12][CH2:13][NH:8][CH2:9][CH2:10]1.